This data is from Cav3 T-type calcium channel HTS with 100,875 compounds. The task is: Binary Classification. Given a drug SMILES string, predict its activity (active/inactive) in a high-throughput screening assay against a specified biological target. (1) The compound is O=C1N(CC(C1)C(=O)NCC=C)c1ccc(cc1)C. The result is 0 (inactive). (2) The molecule is O=C(N1CCCC1)c1cc(C(=O)N2CCCC2)cc(N)c1. The result is 0 (inactive). (3) The compound is Brc1ccc(C(=O)NCC(=O)NCCc2[nH]c3c(n2)cccc3)cc1. The result is 0 (inactive). (4) The result is 0 (inactive). The drug is O=C(Nc1ccc(N2CCCCC2)cc1)c1c(OC)cccc1. (5) The compound is O(C(=O)C1CCCCC1)c1cc(n2nnnc2)ccc1. The result is 0 (inactive). (6) The result is 0 (inactive). The drug is Clc1ccc(COCC(N2CCN(CCC2=O)C(=O)c2ccc(cc2)C(F)(F)F)CC(C)C)cc1. (7) The compound is Fc1ccc(CCNC(=O)CCC)cc1. The result is 0 (inactive). (8) The compound is S(CCCn1c2c([nH]c1=O)cccc2)c1nc2n(c3c(c2nn1)cccc3)CC=C. The result is 0 (inactive).